This data is from TCR-epitope binding with 47,182 pairs between 192 epitopes and 23,139 TCRs. The task is: Binary Classification. Given a T-cell receptor sequence (or CDR3 region) and an epitope sequence, predict whether binding occurs between them. The epitope is YFPLQSYGF. The TCR CDR3 sequence is CASSLDYSSTDTQYF. Result: 1 (the TCR binds to the epitope).